Dataset: Full USPTO retrosynthesis dataset with 1.9M reactions from patents (1976-2016). Task: Predict the reactants needed to synthesize the given product. (1) The reactants are: [CH3:1][C:2]1[CH:11]=[CH:10][C:5]([C:6]([O:8]C)=[O:7])=[CH:4][C:3]=1[C:12]1[CH:13]=[C:14]2[C:19](=[CH:20][CH:21]=1)[C:18]([CH:22]([CH3:27])[C:23]([F:26])([F:25])[F:24])=[N:17][N:16]=[CH:15]2. Given the product [CH3:1][C:2]1[CH:11]=[CH:10][C:5]([C:6]([OH:8])=[O:7])=[CH:4][C:3]=1[C:12]1[CH:13]=[C:14]2[C:19](=[CH:20][CH:21]=1)[C:18]([CH:22]([CH3:27])[C:23]([F:26])([F:24])[F:25])=[N:17][N:16]=[CH:15]2, predict the reactants needed to synthesize it. (2) Given the product [F:1][C:2]1[C:7]([F:8])=[CH:6][C:5]([C:9]2[CH:14]=[CH:13][C:12]([O:15][CH2:16][CH:17]3[CH2:22][CH2:21][CH2:20][N:19]([C:23](=[O:28])[CH2:24][C:25]([NH:31][OH:32])=[O:27])[CH2:18]3)=[CH:11][CH:10]=2)=[C:4]([O:29][CH3:30])[CH:3]=1, predict the reactants needed to synthesize it. The reactants are: [F:1][C:2]1[C:7]([F:8])=[CH:6][C:5]([C:9]2[CH:14]=[CH:13][C:12]([O:15][CH2:16][CH:17]3[CH2:22][CH2:21][CH2:20][N:19]([C:23](=[O:28])[CH2:24][C:25]([OH:27])=O)[CH2:18]3)=[CH:11][CH:10]=2)=[C:4]([O:29][CH3:30])[CH:3]=1.[NH2:31][OH:32]. (3) Given the product [F:37][C:36]([F:39])([F:38])[C:34]([OH:40])=[O:35].[NH:25]1[CH2:24][CH:23]([NH:22][C:3]2[C:2]([CH3:1])=[N:11][C:10]3[C:5]([N:4]=2)=[C:6]([C:12]2[NH:20][C:19]4[CH2:18][CH2:17][NH:16][C:15](=[O:21])[C:14]=4[CH:13]=2)[CH:7]=[CH:8][CH:9]=3)[CH2:26]1, predict the reactants needed to synthesize it. The reactants are: [CH3:1][C:2]1[C:3]([NH:22][CH:23]2[CH2:26][N:25](C(OC(C)(C)C)=O)[CH2:24]2)=[N:4][C:5]2[C:10]([N:11]=1)=[CH:9][CH:8]=[CH:7][C:6]=2[C:12]1[NH:20][C:19]2[CH2:18][CH2:17][NH:16][C:15](=[O:21])[C:14]=2[CH:13]=1.[C:34]([OH:40])([C:36]([F:39])([F:38])[F:37])=[O:35].CO. (4) Given the product [ClH:31].[ClH:31].[NH2:22][CH:19]1[CH2:18][CH2:17][N:16]([CH2:15][C@H:13]2[N:7]3[C:6]4[N:5]([C:4](=[O:30])[CH:3]=[C:2]([CH3:1])[C:11]=4[CH:10]=[CH:9][C:8]3=[O:12])[CH2:14]2)[CH2:21][CH2:20]1, predict the reactants needed to synthesize it. The reactants are: [CH3:1][C:2]1[C:11]2[CH:10]=[CH:9][C:8](=[O:12])[N:7]3[C@H:13]([CH2:15][N:16]4[CH2:21][CH2:20][CH:19]([NH:22]C(=O)OC(C)(C)C)[CH2:18][CH2:17]4)[CH2:14][N:5]([C:6]=23)[C:4](=[O:30])[CH:3]=1.[ClH:31].CO.C1(C)C=CC=CC=1. (5) Given the product [CH3:12][O:13][C:14]1[CH:21]=[CH:20][C:17]([CH2:18][N:19]2[C:8](=[O:10])[CH2:7][CH:2]([C:3]([O:5][CH3:6])=[O:4])[CH2:1]2)=[CH:16][CH:15]=1, predict the reactants needed to synthesize it. The reactants are: [CH2:1]=[C:2]([CH2:7][C:8]([O:10]C)=O)[C:3]([O:5][CH3:6])=[O:4].[CH3:12][O:13][C:14]1[CH:21]=[CH:20][C:17]([CH2:18][NH2:19])=[CH:16][CH:15]=1. (6) Given the product [CH3:19][C:16]1[CH:17]=[CH:18][C:13]([CH:10]2[CH2:11][CH2:12][NH:8][CH2:9]2)=[N:14][CH:15]=1, predict the reactants needed to synthesize it. The reactants are: C([N:8]1[CH2:12][CH2:11][CH:10]([C:13]2[CH:18]=[CH:17][C:16]([CH3:19])=[CH:15][N:14]=2)[CH2:9]1)C1C=CC=CC=1.CCN(CC)CC.C(Cl)(=O)OC(Cl)C. (7) Given the product [Cl:15][C:2]1[CH:3]=[CH:4][C:5]2[C:6](=[O:11])[CH2:7][CH2:8][CH2:9][C:10]=2[N:1]=1, predict the reactants needed to synthesize it. The reactants are: [NH:1]1[C:10]2[CH2:9][CH2:8][CH2:7][C:6](=[O:11])[C:5]=2[CH:4]=[CH:3][C:2]1=O.P(Cl)(Cl)([Cl:15])=O.[OH-].[Na+]. (8) Given the product [C:44]([C:20]1[C:19]2[N:18]=[N:17][N:16]([CH3:15])[C:24]=2[CH:23]=[C:22]([C:25]2[CH:30]=[CH:29][C:28]([O:31][CH2:32][CH2:33][CH:34]3[CH2:35][CH2:36][N:37]([CH2:3][C@H:2]([OH:1])[C:4]([O:6][CH3:7])=[O:5])[CH2:38][CH2:39]3)=[C:27]([C:40]([F:42])([F:43])[F:41])[CH:26]=2)[N:21]=1)#[N:45], predict the reactants needed to synthesize it. The reactants are: [O:1]1[CH2:3][C@H:2]1[C:4]([O:6][CH3:7])=[O:5].FC(F)(F)C(O)=O.[CH3:15][N:16]1[C:24]2[CH:23]=[C:22]([C:25]3[CH:30]=[CH:29][C:28]([O:31][CH2:32][CH2:33][CH:34]4[CH2:39][CH2:38][NH:37][CH2:36][CH2:35]4)=[C:27]([C:40]([F:43])([F:42])[F:41])[CH:26]=3)[N:21]=[C:20]([C:44]#[N:45])[C:19]=2[N:18]=[N:17]1.CCN(C(C)C)C(C)C. (9) Given the product [C:17]([C:16]1[C:11]([C:8]2[CH:9]=[CH:10][C:5]([S:2]([CH3:1])(=[O:4])=[O:3])=[CH:6][CH:7]=2)=[N:12][C:13]([NH2:24])=[N:14][C:15]=1[CH3:23])#[CH:18], predict the reactants needed to synthesize it. The reactants are: [CH3:1][S:2]([C:5]1[CH:10]=[CH:9][C:8]([C:11]2[C:16]([C:17]#[C:18][Si](C)(C)C)=[C:15]([CH3:23])[N:14]=[C:13]([NH2:24])[N:12]=2)=[CH:7][CH:6]=1)(=[O:4])=[O:3].C(=O)([O-])[O-].[K+].[K+]. (10) Given the product [CH:36]1[C:37]2[N:25]([C:23]3[CH:22]=[CH:21][C:19]4[S:20][C:16]5[CH:15]=[CH:14][C:13]([B:41]([OH:42])[OH:40])=[CH:38][C:17]=5[C:18]=4[CH:24]=3)[C:26]3[C:31](=[CH:30][CH:29]=[CH:28][CH:27]=3)[C:32]=2[CH:33]=[CH:34][CH:35]=1, predict the reactants needed to synthesize it. The reactants are: [Li]CCCC.CCCCCC.Br[C:13]1[CH:14]=[CH:15][C:16]2[S:20][C:19]3[CH:21]=[CH:22][C:23]([N:25]4[C:37]5[CH:36]=[CH:35][CH:34]=[CH:33][C:32]=5[C:31]5[C:26]4=[CH:27][CH:28]=[CH:29][CH:30]=5)=[CH:24][C:18]=3[C:17]=2[CH:38]=1.C[O:40][B:41](OC)[O:42]C.Cl.